Dataset: NCI-60 drug combinations with 297,098 pairs across 59 cell lines. Task: Regression. Given two drug SMILES strings and cell line genomic features, predict the synergy score measuring deviation from expected non-interaction effect. (1) Drug 1: CC1C(C(=O)NC(C(=O)N2CCCC2C(=O)N(CC(=O)N(C(C(=O)O1)C(C)C)C)C)C(C)C)NC(=O)C3=C4C(=C(C=C3)C)OC5=C(C(=O)C(=C(C5=N4)C(=O)NC6C(OC(=O)C(N(C(=O)CN(C(=O)C7CCCN7C(=O)C(NC6=O)C(C)C)C)C)C(C)C)C)N)C. Drug 2: CC(C)NC(=O)C1=CC=C(C=C1)CNNC.Cl. Cell line: MALME-3M. Synergy scores: CSS=27.5, Synergy_ZIP=1.51, Synergy_Bliss=6.84, Synergy_Loewe=-15.6, Synergy_HSA=5.74. (2) Drug 1: CN1C(=O)N2C=NC(=C2N=N1)C(=O)N. Drug 2: C#CCC(CC1=CN=C2C(=N1)C(=NC(=N2)N)N)C3=CC=C(C=C3)C(=O)NC(CCC(=O)O)C(=O)O. Cell line: SN12C. Synergy scores: CSS=9.98, Synergy_ZIP=-0.422, Synergy_Bliss=-2.30, Synergy_Loewe=-17.1, Synergy_HSA=-4.34. (3) Drug 1: COC1=C(C=C2C(=C1)N=CN=C2NC3=CC(=C(C=C3)F)Cl)OCCCN4CCOCC4. Drug 2: C1=NC2=C(N=C(N=C2N1C3C(C(C(O3)CO)O)O)F)N. Cell line: COLO 205. Synergy scores: CSS=16.6, Synergy_ZIP=-9.95, Synergy_Bliss=-9.48, Synergy_Loewe=-9.12, Synergy_HSA=-7.63. (4) Drug 1: C1=CC(=CC=C1CCC2=CNC3=C2C(=O)NC(=N3)N)C(=O)NC(CCC(=O)O)C(=O)O. Drug 2: CC1=C(C(=O)C2=C(C1=O)N3CC4C(C3(C2COC(=O)N)OC)N4)N. Cell line: NCI-H322M. Synergy scores: CSS=4.71, Synergy_ZIP=-4.84, Synergy_Bliss=-2.39, Synergy_Loewe=-3.00, Synergy_HSA=-2.80. (5) Drug 1: CCC1(CC2CC(C3=C(CCN(C2)C1)C4=CC=CC=C4N3)(C5=C(C=C6C(=C5)C78CCN9C7C(C=CC9)(C(C(C8N6C)(C(=O)OC)O)OC(=O)C)CC)OC)C(=O)OC)O.OS(=O)(=O)O. Drug 2: C#CCC(CC1=CN=C2C(=N1)C(=NC(=N2)N)N)C3=CC=C(C=C3)C(=O)NC(CCC(=O)O)C(=O)O. Cell line: NCI-H460. Synergy scores: CSS=1.55, Synergy_ZIP=4.58, Synergy_Bliss=-1.11, Synergy_Loewe=-0.800, Synergy_HSA=-0.696. (6) Drug 1: CC(CN1CC(=O)NC(=O)C1)N2CC(=O)NC(=O)C2. Drug 2: C1C(C(OC1N2C=NC(=NC2=O)N)CO)O. Cell line: MOLT-4. Synergy scores: CSS=82.7, Synergy_ZIP=2.03, Synergy_Bliss=2.53, Synergy_Loewe=6.49, Synergy_HSA=9.19.